The task is: Predict the reactants needed to synthesize the given product.. This data is from Full USPTO retrosynthesis dataset with 1.9M reactions from patents (1976-2016). (1) Given the product [ClH:26].[Cl:26][CH2:22][C:13]1[N:14]([CH2:15][C:16]2[CH:21]=[CH:20][CH:19]=[CH:18][CH:17]=2)[C:10]2[C:9]3[CH:8]=[CH:7][CH:6]=[CH:5][C:4]=3[N:3]=[C:2]([NH2:1])[C:11]=2[N:12]=1, predict the reactants needed to synthesize it. The reactants are: [NH2:1][C:2]1[C:11]2[N:12]=[C:13]([CH2:22]O)[N:14]([CH2:15][C:16]3[CH:21]=[CH:20][CH:19]=[CH:18][CH:17]=3)[C:10]=2[C:9]2[CH:8]=[CH:7][CH:6]=[CH:5][C:4]=2[N:3]=1.S(Cl)([Cl:26])=O. (2) The reactants are: [Cl:1][C:2]1[CH:7]=[CH:6][C:5]([S:8]([N:11]([C:15]2[C:16]([CH:22]([C:24]3[CH:29]=[C:28]([N:30]4[CH:34]=[CH:33][CH:32]=[N:31]4)[CH:27]=[CH:26][C:25]=3[Cl:35])[OH:23])=[N:17][CH:18]=[C:19]([Cl:21])[CH:20]=2)[CH2:12][O:13][CH3:14])(=[O:10])=[O:9])=[CH:4][C:3]=1[C:36]([F:39])([F:38])[F:37].CC(OI1(OC(C)=O)(OC(C)=O)OC(=O)C2C=CC=CC1=2)=O. Given the product [Cl:1][C:2]1[CH:7]=[CH:6][C:5]([S:8]([N:11]([C:15]2[C:16]([C:22](=[O:23])[C:24]3[CH:29]=[C:28]([N:30]4[CH:34]=[CH:33][CH:32]=[N:31]4)[CH:27]=[CH:26][C:25]=3[Cl:35])=[N:17][CH:18]=[C:19]([Cl:21])[CH:20]=2)[CH2:12][O:13][CH3:14])(=[O:9])=[O:10])=[CH:4][C:3]=1[C:36]([F:37])([F:38])[F:39], predict the reactants needed to synthesize it. (3) Given the product [CH3:27][O:26][N:25]([CH3:24])[C:34]([C:31]1[CH:32]=[CH:33][N:29]([CH3:28])[N:30]=1)=[O:36], predict the reactants needed to synthesize it. The reactants are: ON1C2C=CC=CC=2N=N1.Cl.CN(C)CCCN=C=NCC.Cl.[CH3:24][NH:25][O:26][CH3:27].[CH3:28][N:29]1[CH:33]=[CH:32][C:31]([C:34]([OH:36])=O)=[N:30]1. (4) Given the product [ClH:24].[Cl:24][C:25]1[CH:26]=[C:27]2[C:32](=[CH:33][CH:34]=1)[CH:31]=[C:30]([S:35]([N:38]1[CH2:39][CH2:40][N:41]([C:12](=[O:14])[C:11]3[CH:10]=[CH:9][C:8]([C:4]4[CH:3]=[N:2][CH:7]=[CH:6][CH:5]=4)=[CH:16][CH:15]=3)[CH2:42][CH2:43]1)(=[O:36])=[O:37])[CH:29]=[CH:28]2, predict the reactants needed to synthesize it. The reactants are: Cl.[N:2]1[CH:7]=[CH:6][CH:5]=[C:4]([C:8]2[CH:16]=[CH:15][C:11]([C:12]([OH:14])=O)=[CH:10][CH:9]=2)[CH:3]=1.FC(F)(F)C(O)=O.[Cl:24][C:25]1[CH:26]=[C:27]2[C:32](=[CH:33][CH:34]=1)[CH:31]=[C:30]([S:35]([N:38]1[CH2:43][CH2:42][NH:41][CH2:40][CH2:39]1)(=[O:37])=[O:36])[CH:29]=[CH:28]2. (5) Given the product [Br:1][C:2]1[CH:7]=[CH:6][C:5]([S:8]([N:15]([CH2:16][CH3:17])[CH2:13][CH3:14])(=[O:10])=[O:9])=[CH:4][C:3]=1[F:12], predict the reactants needed to synthesize it. The reactants are: [Br:1][C:2]1[CH:7]=[CH:6][C:5]([S:8](Cl)(=[O:10])=[O:9])=[CH:4][C:3]=1[F:12].[CH2:13]([NH:15][CH2:16][CH3:17])[CH3:14]. (6) Given the product [NH2:1][C:2]1[N:6]([C:7]2[C:12]([Cl:13])=[CH:11][C:10]([C:14]([F:15])([F:16])[F:17])=[CH:9][C:8]=2[Cl:18])[N:5]=[C:4]([C:19]#[N:20])[C:3]=1[C:21]1([S:26]([CH3:27])=[O:33])[CH2:23][C:22]1([F:24])[F:25], predict the reactants needed to synthesize it. The reactants are: [NH2:1][C:2]1[N:6]([C:7]2[C:12]([Cl:13])=[CH:11][C:10]([C:14]([F:17])([F:16])[F:15])=[CH:9][C:8]=2[Cl:18])[N:5]=[C:4]([C:19]#[N:20])[C:3]=1[C:21]1([S:26][CH3:27])[CH2:23][C:22]1([F:25])[F:24].ClC1C=C(C=CC=1)C(OO)=[O:33]. (7) Given the product [NH2:7][CH2:8][CH2:9][CH2:10][C:11]1[N:12]=[N:13][C:14]([NH:17][CH2:18][C:19]2[CH:24]=[CH:23][CH:22]=[CH:21][CH:20]=2)=[CH:15][CH:16]=1, predict the reactants needed to synthesize it. The reactants are: C(OC(=O)[NH:7][CH2:8][CH2:9][CH2:10][C:11]1[N:12]=[N:13][C:14]([NH:17][CH2:18][C:19]2[CH:24]=[CH:23][CH:22]=[CH:21][CH:20]=2)=[CH:15][CH:16]=1)(C)(C)C.FC(F)(F)C(O)=O. (8) Given the product [CH3:10][NH:11][CH2:2][CH:3]1[CH2:8][CH2:7][CH2:6][N:5]([CH3:9])[CH2:4]1, predict the reactants needed to synthesize it. The reactants are: Cl[CH2:2][CH:3]1[CH2:8][CH2:7][CH2:6][N:5]([CH3:9])[CH2:4]1.[CH3:10][NH2:11]. (9) Given the product [C:7]([O:11][C:12](=[O:21])[NH:13][C:14]1[CH:19]=[CH:18][CH:17]=[C:16]([NH:20][CH2:23][CH2:24][CH2:25][CH2:26][CH2:27][C:28]2[CH:33]=[CH:32][CH:31]=[CH:30][CH:29]=2)[CH:15]=1)([CH3:10])([CH3:8])[CH3:9], predict the reactants needed to synthesize it. The reactants are: C(=O)([O-])[O-].[K+].[K+].[C:7]([O:11][C:12](=[O:21])[NH:13][C:14]1[CH:19]=[CH:18][CH:17]=[C:16]([NH2:20])[CH:15]=1)([CH3:10])([CH3:9])[CH3:8].Br[CH2:23][CH2:24][CH2:25][CH2:26][CH2:27][C:28]1[CH:33]=[CH:32][CH:31]=[CH:30][CH:29]=1.[I-].[K+].